From a dataset of Full USPTO retrosynthesis dataset with 1.9M reactions from patents (1976-2016). Predict the reactants needed to synthesize the given product. (1) Given the product [CH3:24][O:23][C:20]1[CH:21]=[CH:22][C:17]([N:16]2[C:11]3[CH:12]=[CH:13][CH:14]=[CH:15][C:10]=3[N:9]=[C:7]2[C:6]2[CH:25]=[CH:26][C:3]([O:2][CH3:1])=[CH:4][CH:5]=2)=[CH:18][CH:19]=1, predict the reactants needed to synthesize it. The reactants are: [CH3:1][O:2][C:3]1[CH:26]=[CH:25][C:6]([C:7]([NH:9][C:10]2[CH:15]=[CH:14][CH:13]=[CH:12][C:11]=2[NH:16][C:17]2[CH:22]=[CH:21][C:20]([O:23][CH3:24])=[CH:19][CH:18]=2)=O)=[CH:5][CH:4]=1. (2) Given the product [C:1]([O:17][CH2:1][CH2:2][CH2:3][CH2:4][CH2:5][CH2:6][CH2:7][CH2:8][CH2:9][CH2:10][CH2:11][CH2:12][CH2:13][CH2:14][CH2:15][CH3:16])(=[O:17])[CH2:2][CH2:3][CH2:4][CH2:5][CH2:6][CH2:7][CH2:8][CH2:9]/[CH:10]=[CH:11]\[CH2:12][CH2:13][CH3:14], predict the reactants needed to synthesize it. The reactants are: [CH2:1]([OH:17])[CH2:2][CH2:3][CH2:4][CH2:5][CH2:6][CH2:7][CH2:8][CH2:9][CH2:10][CH2:11][CH2:12][CH2:13][CH2:14][CH2:15][CH3:16]. (3) Given the product [C:1]([O:5][C:6]([N:8]1[CH2:16][C:15]2[C:10](=[CH:11][CH:12]=[C:13]([N:49]3[CH2:50][CH2:51][N:46]([CH3:45])[CH2:47][CH2:48]3)[CH:14]=2)[CH2:9]1)=[O:7])([CH3:4])([CH3:3])[CH3:2], predict the reactants needed to synthesize it. The reactants are: [C:1]([O:5][C:6]([N:8]1[CH2:16][C:15]2[C:10](=[CH:11][CH:12]=[C:13](Br)[CH:14]=2)[CH2:9]1)=[O:7])([CH3:4])([CH3:3])[CH3:2].C(P(C(C)(C)C)C1C=CC=CC=1C1C=CC=CC=1)(C)(C)C.CC(C)([O-])C.[Na+].[CH3:45][N:46]1[CH2:51][CH2:50][NH:49][CH2:48][CH2:47]1.